Dataset: Forward reaction prediction with 1.9M reactions from USPTO patents (1976-2016). Task: Predict the product of the given reaction. (1) Given the reactants Cl[C:2]1[N:11]=[CH:10][C:9]2[N:8]([CH2:12][C:13]3[CH:18]=[CH:17][C:16]([S:19]([CH3:22])(=[O:21])=[O:20])=[CH:15][CH:14]=3)[C:7](=[O:23])[CH:6]3[CH2:24][O:25][CH2:26][CH2:27][N:5]3[C:4]=2[N:3]=1.CC1(C)C(C)(C)OB([C:36]2[CH:41]=[CH:40][N:39]=[C:38]3[N:42]([S:45]([C:48]4[CH:54]=[CH:53][C:51]([CH3:52])=[CH:50][CH:49]=4)(=[O:47])=[O:46])[CH:43]=[CH:44][C:37]=23)O1.C([O-])(O)=O.[Na+], predict the reaction product. The product is: [CH3:22][S:19]([C:16]1[CH:17]=[CH:18][C:13]([CH2:12][N:8]2[C:7](=[O:23])[CH:6]3[CH2:24][O:25][CH2:26][CH2:27][N:5]3[C:4]3[N:3]=[C:2]([C:36]4[CH:41]=[CH:40][N:39]=[C:38]5[N:42]([S:45]([C:48]6[CH:54]=[CH:53][C:51]([CH3:52])=[CH:50][CH:49]=6)(=[O:46])=[O:47])[CH:43]=[CH:44][C:37]=45)[N:11]=[CH:10][C:9]2=3)=[CH:14][CH:15]=1)(=[O:21])=[O:20]. (2) Given the reactants [CH2:1]([O:3][C:4]([N:6]1[C:15]2[C:10](=[N:11][C:12]([O:16][CH3:17])=[CH:13][CH:14]=2)[C@@H:9]([NH:18][C:19]2[N:24]=[C:23]([O:25][CH3:26])[CH:22]=[C:21]([O:27][CH3:28])[N:20]=2)[CH2:8][C@H:7]1[CH2:29][CH3:30])=[O:5])[CH3:2].[H-].[Na+].[F:33][C:34]([F:48])([F:47])[C:35]1[CH:36]=[C:37]([CH:40]=[C:41]([C:43]([F:46])([F:45])[F:44])[CH:42]=1)[CH2:38]Br.O, predict the reaction product. The product is: [CH2:1]([O:3][C:4]([N:6]1[C:15]2[C:10](=[N:11][C:12]([O:16][CH3:17])=[CH:13][CH:14]=2)[C@@H:9]([NH:18][C:19]2[N:24]=[C:23]([O:25][CH3:26])[C:22]([CH2:38][C:37]3[CH:40]=[C:41]([C:43]([F:45])([F:46])[F:44])[CH:42]=[C:35]([C:34]([F:33])([F:47])[F:48])[CH:36]=3)=[C:21]([O:27][CH3:28])[N:20]=2)[CH2:8][C@H:7]1[CH2:29][CH3:30])=[O:5])[CH3:2]. (3) Given the reactants C(OC(=O)[NH:7][C:8]1[O:9][CH2:10][CH2:11][C@:12]([C:15]2[CH:20]=[C:19]([NH2:21])[CH:18]=[CH:17][C:16]=2[F:22])([CH3:14])[N:13]=1)(C)(C)C.[F:24][C:25]([F:36])([F:35])[C:26]1[CH:27]=[CH:28][C:29]([C:32](O)=[O:33])=[N:30][CH:31]=1, predict the reaction product. The product is: [NH2:7][C:8]1[O:9][CH2:10][CH2:11][C@:12]([C:15]2[CH:20]=[C:19]([NH:21][C:32]([C:29]3[CH:28]=[CH:27][C:26]([C:25]([F:36])([F:24])[F:35])=[CH:31][N:30]=3)=[O:33])[CH:18]=[CH:17][C:16]=2[F:22])([CH3:14])[N:13]=1.